From a dataset of Full USPTO retrosynthesis dataset with 1.9M reactions from patents (1976-2016). Predict the reactants needed to synthesize the given product. (1) Given the product [CH:6]([C:5]1[CH:8]=[CH:9][C:2]([O:1][CH2:19][CH2:20][C:21]([CH3:26])([CH3:25])[C:22]([OH:24])=[O:23])=[C:3]([O:10][CH3:11])[CH:4]=1)=[O:7], predict the reactants needed to synthesize it. The reactants are: [OH:1][C:2]1[CH:9]=[CH:8][C:5]([CH:6]=[O:7])=[CH:4][C:3]=1[O:10][CH3:11].C(=O)([O-])[O-].[K+].[K+].Cl[CH2:19][CH2:20][C:21]([CH3:26])([CH3:25])[C:22]([OH:24])=[O:23].O. (2) Given the product [F:1][C:2]([F:7])([F:6])[C:3]([OH:5])=[O:4].[NH2:66][CH2:67][C:72]([NH:8][C@H:9]([C:17]([NH:19][C@H:20]([C:25]([NH:27][CH2:28][C:29]([N:31]1[CH2:58][CH2:57][CH2:56][C@@H:32]1[C:33]([NH:35][CH2:36][CH2:37][CH2:38][NH:39][C:40]1[C:53]2[C:52](=[O:54])[C:51]3[C:46](=[CH:47][CH:48]=[CH:49][CH:50]=3)[C:45](=[O:55])[C:44]=2[CH:43]=[CH:42][CH:41]=1)=[O:34])=[O:30])=[O:26])[CH2:21][CH:22]([CH3:23])[CH3:24])=[O:18])[CH2:10][C:11]1[CH:12]=[CH:13][CH:14]=[CH:15][CH:16]=1)=[O:73], predict the reactants needed to synthesize it. The reactants are: [F:1][C:2]([F:7])([F:6])[C:3]([OH:5])=[O:4].[NH2:8][C@H:9]([C:17]([NH:19][C@H:20]([C:25]([NH:27][CH2:28][C:29]([N:31]1[CH2:58][CH2:57][CH2:56][C@@H:32]1[C:33]([NH:35][CH2:36][CH2:37][CH2:38][NH:39][C:40]1[C:53]2[C:52](=[O:54])[C:51]3[C:46](=[CH:47][CH:48]=[CH:49][CH:50]=3)[C:45](=[O:55])[C:44]=2[CH:43]=[CH:42][CH:41]=1)=[O:34])=[O:30])=[O:26])[CH2:21][CH:22]([CH3:24])[CH3:23])=[O:18])[CH2:10][C:11]1[CH:16]=[CH:15][CH:14]=[CH:13][CH:12]=1.FC(F)(F)C(O)=O.[NH2:66][C@H:67]([C:72]([NH:66][CH2:67][C:72]([N:66]1CCC[C@@H:67]1[C:72](NCCCNC1C2C(=O)C3C(=CC=CC=3)C(=O)C=2C=CC=1)=[O:73])=[O:73])=[O:73])CC(C)C. (3) Given the product [Cl:1][C:2]1[CH:3]=[CH:4][C:5]([O:25][CH3:26])=[C:6]([NH:8][C:9](=[O:24])[CH2:10][N:11]2[C:15]3[CH2:16][N:17]([CH3:29])[CH2:18][CH2:19][C:14]=3[C:13]([C:20]([F:23])([F:22])[F:21])=[N:12]2)[CH:7]=1, predict the reactants needed to synthesize it. The reactants are: [Cl:1][C:2]1[CH:3]=[CH:4][C:5]([O:25][CH3:26])=[C:6]([NH:8][C:9](=[O:24])[CH2:10][N:11]2[C:15]3[CH2:16][NH:17][CH2:18][CH2:19][C:14]=3[C:13]([C:20]([F:23])([F:22])[F:21])=[N:12]2)[CH:7]=1.C=O.[C:29](=O)([O-])[O-].[Na+].[Na+].